This data is from Experimentally validated miRNA-target interactions with 360,000+ pairs, plus equal number of negative samples. The task is: Binary Classification. Given a miRNA mature sequence and a target amino acid sequence, predict their likelihood of interaction. (1) The miRNA is hsa-miR-4632-3p with sequence UGCCGCCCUCUCGCUGCUCUAG. The protein sequence of the target gene is MPSSLGQPDGGGGGGGGGGGVGAAGEDPGPGPAPPPEGAQEAAPAPRPPPEPDDAAAALRLALDQLSALGLGGAGDTDEEGAAGDGAAAAGGADGGAAPEPVPPDGPEAGAPPTLAPAVAPGSLPLLDPNASPPPPPPPRPSPPDVFAGFAPHPAALGPPTLLADQMSVIGSRKKSVNMTECVPVPSSEHVAEIVGRQGCKIKALRAKTNTYIKTPVRGEEPVFIVTGRKEDVEMAKREILSAAEHFSIIRATRSKAGGLPGAAQGPPNLPGQTTIQVRVPYRVVGLVVGPKGATIKRIQ.... Result: 1 (interaction). (2) The miRNA is hsa-miR-3928-5p with sequence UGAAGCUCUAAGGUUCCGCCUGC. The protein sequence of the target gene is MRECISVHVGQAGVQIGNACWELFCLEHGIQADGTFDAQASKINDDDSFTTFFSETGNGKHVPRAVMIDLEPTVVDEVRAGTYRQLFHPEQLITGKEDAANNYARGHYTVGKESIDLVLDRIRKLTDACSGLQGFLIFHSFGGGTGSGFTSLLMERLSLDYGKKSKLEFAIYPAPQVSTAVVEPYNSILTTHTTLEHSDCAFMVDNEAIYDICRRNLDIERPTYTNLNRLISQIVSSITASLRFDGALNVDLTEFQTNLVPYPRIHFPLVTYAPIISAEKAYHEQLSVAEITSSCFEPNS.... Result: 0 (no interaction). (3) The miRNA is mmu-miR-758-3p with sequence UUUGUGACCUGGUCCACUA. The protein sequence of the target gene is MSEEPKEKPAKPAHRKRKGKKSDANASYLRAARAGHLEKALDYIKNGVDVNICNQNGLNALHLASKEGHVEVVSELLQREANVDAATKKGNTALHIASLAGQAEVVKVLVTNGANVNAQSQNGFTPLYMAAQENHLEVVRFLLDNGASQSLATEDGFTPLAVALQQGHDQVVSLLLENDTKGKVRLPALHIAARKDDTKAAALLLQNDTNADVESKSGFTPLHIAAHYGNINVATLLLNRAAAVDFTARNDITPLHVASKRGNANMVKLLLDRGAKIDAKTRDGLTPLHCGARSGHEQVV.... Result: 1 (interaction). (4) The miRNA is hsa-miR-6765-5p with sequence GUGAGGCGGGGCCAGGAGGGUGUGU. The protein sequence of the target gene is MDYNRMNSFLEYPLCNRGPSAYSAHSAPTSFPPSSAQAVDSYASEGRYGGGLSSPAFQQNSGYPAQQPPSTLGVPFPSSAPSGYAPAACSPSYGPSQYYPLGQSEGDGGYFHPSSYGAQLGGLSDGYGAGGAGPGPYPPQHPPYGNEQTASFAPAYADLLSEDKETPCPSEPNTPTARTFDWMKVKRNPPKTAKVSEPGLGSPSGLRTNFTTRQLTELEKEFHFNKYLSRARRVEIAATLELNETQVKIWFQNRRMKQKKREREEGRVPPAPPGCPKEAAGDASDQSTCTSPEASPSSVT.... Result: 0 (no interaction).